Dataset: Catalyst prediction with 721,799 reactions and 888 catalyst types from USPTO. Task: Predict which catalyst facilitates the given reaction. (1) Reactant: [Br:1][C:2]1[CH:3]=[C:4]2[C:9](=[CH:10][CH:11]=1)[CH:8]=[C:7]([SH:12])[CH:6]=[CH:5]2.F[C:14]1[CH:21]=[CH:20][C:17]([C:18]#[N:19])=[C:16]([C:22]([F:25])([F:24])[F:23])[CH:15]=1.C(N(CC)CC)C. Product: [Br:1][C:2]1[CH:3]=[C:4]2[C:9](=[CH:10][CH:11]=1)[CH:8]=[C:7]([S:12][C:14]1[CH:21]=[CH:20][C:17]([C:18]#[N:19])=[C:16]([C:22]([F:23])([F:25])[F:24])[CH:15]=1)[CH:6]=[CH:5]2. The catalyst class is: 42. (2) Reactant: [NH2:1][C:2]1[CH:3]=[C:4]([N:21]([C:29]2[N:34]=[C:33]([C:35]([F:38])([F:37])[F:36])[CH:32]=[CH:31][N:30]=2)[C:22](=[O:28])[O:23][C:24]([CH3:27])([CH3:26])[CH3:25])[CH:5]=[C:6]([C:8]2[S:12][C:11]([N:13]3[CH2:19][CH2:18][CH2:17][NH:16][C:15](=[O:20])[CH2:14]3)=[N:10][CH:9]=2)[CH:7]=1.C(N(CC)CC)C.[C:46](Cl)(=[O:48])[CH3:47]. Product: [C:46]([NH:1][C:2]1[CH:3]=[C:4]([N:21]([C:29]2[N:34]=[C:33]([C:35]([F:36])([F:37])[F:38])[CH:32]=[CH:31][N:30]=2)[C:22](=[O:28])[O:23][C:24]([CH3:26])([CH3:27])[CH3:25])[CH:5]=[C:6]([C:8]2[S:12][C:11]([N:13]3[CH2:19][CH2:18][CH2:17][NH:16][C:15](=[O:20])[CH2:14]3)=[N:10][CH:9]=2)[CH:7]=1)(=[O:48])[CH3:47]. The catalyst class is: 96. (3) Reactant: [N:1]1[CH:6]=[CH:5][CH:4]=[CH:3][C:2]=1[C:7]1[N:11]=[C:10]([CH2:12][NH:13][C:14](=[O:23])[O:15][CH2:16][C:17]2[CH:22]=[CH:21][CH:20]=[CH:19][CH:18]=2)[NH:9][N:8]=1.CC(C)([O-])C.[K+].Br[CH2:31][C:32]([O:34][CH2:35][CH3:36])=[O:33]. Product: [CH2:16]([O:15][C:14]([NH:13][CH2:12][C:10]1[N:9]([CH2:31][C:32]([O:34][CH2:35][CH3:36])=[O:33])[N:8]=[C:7]([C:2]2[CH:3]=[CH:4][CH:5]=[CH:6][N:1]=2)[N:11]=1)=[O:23])[C:17]1[CH:18]=[CH:19][CH:20]=[CH:21][CH:22]=1. The catalyst class is: 3.